Dataset: Peptide-MHC class II binding affinity with 134,281 pairs from IEDB. Task: Regression. Given a peptide amino acid sequence and an MHC pseudo amino acid sequence, predict their binding affinity value. This is MHC class II binding data. (1) The peptide sequence is RSLWIIFSKNLNIKL. The MHC is DRB1_0802 with pseudo-sequence DRB1_0802. The binding affinity (normalized) is 0.660. (2) The peptide sequence is IEEAPEMPALYEKKL. The MHC is HLA-DQA10303-DQB10402 with pseudo-sequence HLA-DQA10303-DQB10402. The binding affinity (normalized) is 0. (3) The peptide sequence is IVQNAYKQMIKSRTL. The MHC is DRB1_0802 with pseudo-sequence DRB1_0802. The binding affinity (normalized) is 0.285. (4) The peptide sequence is IDEVVAAFREARLRH. The MHC is DRB1_1201 with pseudo-sequence DRB1_1201. The binding affinity (normalized) is 0.599. (5) The peptide sequence is MANSRAFALVLLFCA. The MHC is HLA-DQA10501-DQB10301 with pseudo-sequence HLA-DQA10501-DQB10301. The binding affinity (normalized) is 0.287. (6) The peptide sequence is EGKYFAATQFEPLAA. The MHC is HLA-DPA10201-DPB10101 with pseudo-sequence HLA-DPA10201-DPB10101. The binding affinity (normalized) is 0.910. (7) The peptide sequence is KAAVAAAASVPAADK. The MHC is HLA-DQA10501-DQB10201 with pseudo-sequence HLA-DQA10501-DQB10201. The binding affinity (normalized) is 0.378.